This data is from Forward reaction prediction with 1.9M reactions from USPTO patents (1976-2016). The task is: Predict the product of the given reaction. (1) Given the reactants CC(OI1(OC(C)=O)(OC(C)=O)OC(=O)C2C=CC=CC1=2)=O.[Cl:23][C:24]1[C:25]([C:32]2[CH:54]=[CH:53][C:35]([C:36]([NH:38][C:39]3[CH:44]=[CH:43][CH:42]=[CH:41][C:40]=3[NH:45][C:46](=[O:52])[O:47][C:48]([CH3:51])([CH3:50])[CH3:49])=[O:37])=[CH:34][CH:33]=2)=[N:26][CH:27]=[C:28]([CH2:30][OH:31])[CH:29]=1, predict the reaction product. The product is: [Cl:23][C:24]1[C:25]([C:32]2[CH:33]=[CH:34][C:35]([C:36]([NH:38][C:39]3[CH:44]=[CH:43][CH:42]=[CH:41][C:40]=3[NH:45][C:46](=[O:52])[O:47][C:48]([CH3:50])([CH3:51])[CH3:49])=[O:37])=[CH:53][CH:54]=2)=[N:26][CH:27]=[C:28]([CH:30]=[O:31])[CH:29]=1. (2) Given the reactants C([O:3][C:4](=O)[NH:5][CH2:6][CH2:7][C:8]1[CH:13]=[CH:12][C:11]([F:14])=[C:10]([Cl:15])[CH:9]=1)C.O=P12OP3(OP(OP(O3)(O1)=O)(=O)O2)=O, predict the reaction product. The product is: [Cl:15][C:10]1[C:11]([F:14])=[CH:12][CH:13]=[C:8]2[C:9]=1[C:4](=[O:3])[NH:5][CH2:6][CH2:7]2. (3) Given the reactants N[CH2:2][CH2:3][NH:4][C:5]([C:7]1[S:8][CH:9]=[CH:10][C:11]=1[NH:12][C:13]1[CH:18]=[CH:17][N:16]=[C:15]2[NH:19][CH:20]=[CH:21][C:14]=12)=[O:6].[CH2:22]([S:29]CCN)[C:23]1[CH:28]=[CH:27][CH:26]=[CH:25][CH:24]=1, predict the reaction product. The product is: [CH2:22]([S:29][CH2:2][CH2:3][NH:4][C:5]([C:7]1[S:8][CH:9]=[CH:10][C:11]=1[NH:12][C:13]1[CH:18]=[CH:17][N:16]=[C:15]2[NH:19][CH:20]=[CH:21][C:14]=12)=[O:6])[C:23]1[CH:28]=[CH:27][CH:26]=[CH:25][CH:24]=1. (4) Given the reactants Br[CH:2]1[CH2:10][CH2:9][C:8]2[N:7](S(C3C=CC(C)=CC=3)(=O)=O)[N:6]=[CH:5][C:4]=2[C:3]1=O.[CH3:22][C:23]1[N:28]=[C:27]([NH:29][C:30]([NH2:32])=[S:31])[CH:26]=[CH:25][CH:24]=1, predict the reaction product. The product is: [CH3:22][C:23]1[N:28]=[C:27]([NH:29][C:30]2[S:31][C:2]3[CH2:10][CH2:9][C:8]4[NH:7][N:6]=[CH:5][C:4]=4[C:3]=3[N:32]=2)[CH:26]=[CH:25][CH:24]=1. (5) Given the reactants [Br:1][C:2]1[C:3]([C:29]2[CH:34]=[CH:33][CH:32]=[CH:31][C:30]=2[C:35](OC)=[O:36])=[N:4][O:5][C:6]=1[C@@H:7]1[C@:12]([C:14]2[CH:19]=[CH:18][C:17]([F:20])=[C:16]([F:21])[CH:15]=2)([OH:13])[CH2:11][CH2:10][N:9]([C:22]([O:24][C:25]([CH3:28])([CH3:27])[CH3:26])=[O:23])[CH2:8]1.CC(C[AlH]CC(C)C)C, predict the reaction product. The product is: [Br:1][C:2]1[C:3]([C:29]2[CH:34]=[CH:33][CH:32]=[CH:31][C:30]=2[CH2:35][OH:36])=[N:4][O:5][C:6]=1[C@@H:7]1[C@:12]([C:14]2[CH:19]=[CH:18][C:17]([F:20])=[C:16]([F:21])[CH:15]=2)([OH:13])[CH2:11][CH2:10][N:9]([C:22]([O:24][C:25]([CH3:28])([CH3:27])[CH3:26])=[O:23])[CH2:8]1. (6) Given the reactants [CH3:1][N:2]1[C:6]([N:7]([C:15]([O:17]CC(Cl)(Cl)Cl)=O)C(OC(Cl)(Cl)Cl)=O)=[CH:5][CH:4]=[N:3]1.[F:23][C:24]1[CH:29]=[CH:28][CH:27]=[CH:26][C:25]=1[C:30]1[N:31]=[C:32]([N:35]2[CH2:40][CH2:39][NH:38][CH2:37][CH2:36]2)[S:33][CH:34]=1.C(N(C(C)C)CC)(C)C.O, predict the reaction product. The product is: [F:23][C:24]1[CH:29]=[CH:28][CH:27]=[CH:26][C:25]=1[C:30]1[N:31]=[C:32]([N:35]2[CH2:36][CH2:37][N:38]([C:15]([NH:7][C:6]3[N:2]([CH3:1])[N:3]=[CH:4][CH:5]=3)=[O:17])[CH2:39][CH2:40]2)[S:33][CH:34]=1. (7) Given the reactants [CH:1]1([C:4]2[C:5]([O:26][CH2:27][CH:28]3[CH2:30][CH2:29]3)=[CH:6][C:7]([C:10]3[N:14]=[C:13]([C:15]4([NH:19]C(=O)C(F)(F)F)[CH2:18][O:17][CH2:16]4)[O:12][N:11]=3)=[N:8][CH:9]=2)[CH2:3][CH2:2]1.CO, predict the reaction product. The product is: [CH:1]1([C:4]2[C:5]([O:26][CH2:27][CH:28]3[CH2:29][CH2:30]3)=[CH:6][C:7]([C:10]3[N:14]=[C:13]([C:15]4([NH2:19])[CH2:18][O:17][CH2:16]4)[O:12][N:11]=3)=[N:8][CH:9]=2)[CH2:3][CH2:2]1. (8) Given the reactants [Si]([O:8][CH2:9][C:10]1[N:11]=[CH:12][N:13]([C:15]2[CH:20]=[CH:19][C:18]([N:21]3[CH2:25][C@H:24]([CH2:26][O:27][C:28]4[CH:32]=[CH:31][O:30][N:29]=4)[O:23][C:22]3=[O:33])=[CH:17][C:16]=2[F:34])[CH:14]=1)(C(C)(C)C)(C)C.[F-].C([N+](CCCC)(CCCC)CCCC)CCC, predict the reaction product. The product is: [OH:8][CH2:9][C:10]1[N:11]=[CH:12][N:13]([C:15]2[CH:20]=[CH:19][C:18]([N:21]3[CH2:25][C@H:24]([CH2:26][O:27][C:28]4[CH:32]=[CH:31][O:30][N:29]=4)[O:23][C:22]3=[O:33])=[CH:17][C:16]=2[F:34])[CH:14]=1. (9) The product is: [CH2:23]([O:22][P:21]([CH2:2][CH2:3][CH2:4][CH2:5][CH2:6][CH2:7][C:8]([F:20])([F:19])[C:9]([F:18])([F:17])[C:10]([F:16])([F:15])[C:11]([F:14])([F:13])[F:12])([O:25][CH2:26][CH3:27])=[O:28])[CH3:24]. Given the reactants Br[CH2:2][CH2:3][CH2:4][CH2:5][CH2:6][CH2:7][C:8]([F:20])([F:19])[C:9]([F:18])([F:17])[C:10]([F:16])([F:15])[C:11]([F:14])([F:13])[F:12].[P:21]([O:28]CC)([O:25][CH2:26][CH3:27])[O:22][CH2:23][CH3:24], predict the reaction product. (10) The product is: [NH2:23][CH2:24][CH2:25][CH2:26][C@@:27]1([C:46]2[CH:51]=[CH:50][CH:49]=[CH:48][CH:47]=2)[N:31]([C:32](=[O:37])[C@@H:33]([O:35][CH3:36])[CH3:34])[N:30]=[C:29]([C:38]2[CH:43]=[C:42]([F:44])[CH:41]=[CH:40][C:39]=2[F:45])[S:28]1. Given the reactants [Si](OC(C)C=O)(C(C)(C)C)(C1C=CC=CC=1)C1C=CC=CC=1.[NH2:23][CH2:24][CH2:25][CH2:26][C@:27]1([C:46]2[CH:51]=[CH:50][CH:49]=[CH:48][CH:47]=2)[N:31]([C:32](=[O:37])[C@@H:33]([O:35][CH3:36])[CH3:34])[N:30]=[C:29]([C:38]2[CH:43]=[C:42]([F:44])[CH:41]=[CH:40][C:39]=2[F:45])[S:28]1, predict the reaction product.